This data is from Full USPTO retrosynthesis dataset with 1.9M reactions from patents (1976-2016). The task is: Predict the reactants needed to synthesize the given product. (1) Given the product [CH2:61]([N:3]([CH2:1][CH3:2])[C:4]1[CH:9]=[CH:8][C:7]([NH:10][C:11]([C:13]2[CH:14]=[C:15]([C:19](=[O:40])[N:20]([CH3:39])[CH2:21][CH2:22][O:23][CH2:24][CH2:25][O:26][CH2:27][CH2:28][O:29][CH2:30][CH2:31][C:32]([OH:34])=[O:33])[CH:16]=[CH:17][CH:18]=2)=[O:12])=[C:6]([C:41]2[CH:46]=[C:45]([C:47](=[O:60])[NH:48][CH2:49][C:50]3[CH:55]=[CH:54][CH:53]=[C:52]([C:56]([F:57])([F:59])[F:58])[CH:51]=3)[CH:44]=[CH:43][N:42]=2)[CH:5]=1)[CH3:62], predict the reactants needed to synthesize it. The reactants are: [CH2:1]([N:3]([CH2:61][CH3:62])[C:4]1[CH:9]=[CH:8][C:7]([NH:10][C:11]([C:13]2[CH:14]=[C:15]([C:19](=[O:40])[N:20]([CH3:39])[CH2:21][CH2:22][O:23][CH2:24][CH2:25][O:26][CH2:27][CH2:28][O:29][CH2:30][CH2:31][C:32]([O:34]C(C)(C)C)=[O:33])[CH:16]=[CH:17][CH:18]=2)=[O:12])=[C:6]([C:41]2[CH:46]=[C:45]([C:47](=[O:60])[NH:48][CH2:49][C:50]3[CH:55]=[CH:54][CH:53]=[C:52]([C:56]([F:59])([F:58])[F:57])[CH:51]=3)[CH:44]=[CH:43][N:42]=2)[CH:5]=1)[CH3:2].C(O)(C(F)(F)F)=O. (2) Given the product [CH3:25][O:26][C:27]1[CH:28]=[C:29]2[C:37](=[CH:38][CH:39]=1)[NH:36][C:35]1[CH2:34][N:33]([CH2:2][CH2:3][CH2:4][N:5]3[C:13]4[C:8](=[CH:9][CH:10]=[CH:11][CH:12]=4)[C:7]([C:14](=[O:16])[CH3:15])=[CH:6]3)[CH2:32][CH2:31][C:30]2=1, predict the reactants needed to synthesize it. The reactants are: Cl[CH2:2][CH2:3][CH2:4][N:5]1[C:13]2[C:8](=[CH:9][CH:10]=[CH:11][CH:12]=2)[C:7]([C:14](=[O:16])[CH3:15])=[CH:6]1.C(=O)([O-])[O-].[Cs+].[Cs+].[I-].[K+].[CH3:25][O:26][C:27]1[CH:28]=[C:29]2[C:37](=[CH:38][CH:39]=1)[NH:36][C:35]1[CH2:34][NH:33][CH2:32][CH2:31][C:30]2=1. (3) Given the product [CH3:28][N:27]([CH3:29])[CH2:26][CH2:25][N:23]1[CH:24]=[C:20]([C:8]2[CH:7]=[CH:6][C:4]([NH2:5])=[C:3]([O:2][CH3:1])[CH:9]=2)[CH:21]=[N:22]1, predict the reactants needed to synthesize it. The reactants are: [CH3:1][O:2][C:3]1[CH:9]=[C:8](B2OC(C)(C)C(C)(C)O2)[CH:7]=[CH:6][C:4]=1[NH2:5].I[C:20]1[CH:21]=[N:22][N:23]([CH2:25][CH2:26][N:27]([CH3:29])[CH3:28])[CH:24]=1.C(Cl)Cl.C(=O)([O-])[O-].[Na+].[Na+]. (4) Given the product [F:16][C:13]1[CH:14]=[CH:15][C:10]([C:8]#[C:9][C:2]2[CH:3]=[N:4][CH:5]=[CH:6][CH:7]=2)=[CH:11][CH:12]=1, predict the reactants needed to synthesize it. The reactants are: I[C:2]1[CH:3]=[N:4][CH:5]=[CH:6][CH:7]=1.[C:8]([C:10]1[CH:15]=[CH:14][C:13]([F:16])=[CH:12][CH:11]=1)#[CH:9]. (5) Given the product [C:38]([C:37]1[CH:40]=[CH:41][C:34]([N:33]([CH3:32])[C:27]([C:24]2[N:25]=[CH:26][C:21]3[N:22]([C:18]([C:15]4[CH:16]=[CH:17][C:12]([O:11][CH2:10][CH2:9][NH:8][CH2:7][C:6]5[CH:30]=[CH:31][C:3]([O:2][CH3:1])=[CH:4][CH:5]=5)=[CH:13][CH:14]=4)=[CH:19][N:20]=3)[CH:23]=2)=[O:28])=[CH:35][CH:36]=1)#[N:39], predict the reactants needed to synthesize it. The reactants are: [CH3:1][O:2][C:3]1[CH:31]=[CH:30][C:6]([CH2:7][NH:8][CH2:9][CH2:10][O:11][C:12]2[CH:17]=[CH:16][C:15]([C:18]3[N:22]4[CH:23]=[C:24]([C:27](Cl)=[O:28])[N:25]=[CH:26][C:21]4=[N:20][CH:19]=3)=[CH:14][CH:13]=2)=[CH:5][CH:4]=1.[CH3:32][NH:33][C:34]1[CH:41]=[CH:40][C:37]([C:38]#[N:39])=[CH:36][CH:35]=1. (6) The reactants are: [OH:1][CH2:2][C:3]([CH3:9])([CH3:8])[C:4]([O:6][CH3:7])=[O:5].[S:10](Cl)([C:13]1[CH:19]=[CH:18][C:16]([CH3:17])=[CH:15][CH:14]=1)(=[O:12])=[O:11]. Given the product [CH3:8][C:3]([CH3:9])([CH2:2][O:1][S:10]([C:13]1[CH:19]=[CH:18][C:16]([CH3:17])=[CH:15][CH:14]=1)(=[O:12])=[O:11])[C:4]([O:6][CH3:7])=[O:5], predict the reactants needed to synthesize it.